This data is from Reaction yield outcomes from USPTO patents with 853,638 reactions. The task is: Predict the reaction yield, written as a fraction of the theoretical maximum amount of product (1.0 means a 100% yield; for example, 0.34 means a 34% yield). (1) The reactants are Cl.[CH3:2][O:3][C:4](=[O:11])[C@H:5]([CH2:7][CH2:8][S:9][CH3:10])[NH2:6].C(=O)([O-])[O-].[Na+].[Na+].[Cl:18][C:19]1[CH:26]=[CH:25][C:22]([CH:23]=O)=[CH:21][CH:20]=1. The catalyst is O. The product is [CH3:2][O:3][C:4](=[O:11])[CH:5]([N:6]=[CH:23][C:22]1[CH:25]=[CH:26][C:19]([Cl:18])=[CH:20][CH:21]=1)[CH2:7][CH2:8][S:9][CH3:10]. The yield is 0.910. (2) The reactants are Cl[C:2]1[CH:7]=[C:6]([O:8][CH3:9])[C:5]([N+:10]([O-:12])=[O:11])=[CH:4][N:3]=1.[CH3:13][O-:14].[Na+]. The catalyst is CO. The product is [CH3:13][O:14][C:2]1[CH:7]=[C:6]([O:8][CH3:9])[C:5]([N+:10]([O-:12])=[O:11])=[CH:4][N:3]=1. The yield is 0.980. (3) The reactants are [OH:1][C:2]1[CH:3]=[CH:4][C:5]2[N:9]=[C:8]([CH2:10][O:11][C:12]3[CH:13]=[C:14]([CH:19]=[CH:20][CH:21]=3)[C:15]([O:17][CH3:18])=[O:16])[N:7]([CH3:22])[C:6]=2[CH:23]=1.[Br:24][C:25]1[C:26](F)=[N:27][CH:28]=[C:29]([Cl:31])[CH:30]=1.N1C2C(=CC=C3C=2N=CC=C3)C=CC=1.C(=O)([O-])[O-].[Cs+].[Cs+]. The catalyst is [Cu](I)I.CN(C=O)C. The product is [Cl:31][C:29]1[CH:30]=[C:25]([Br:24])[C:26]([O:1][C:2]2[CH:3]=[CH:4][C:5]3[N:9]=[C:8]([CH2:10][O:11][C:12]4[CH:13]=[C:14]([CH:19]=[CH:20][CH:21]=4)[C:15]([O:17][CH3:18])=[O:16])[N:7]([CH3:22])[C:6]=3[CH:23]=2)=[N:27][CH:28]=1. The yield is 0.910. (4) The reactants are [C:1]([C:3]1[N:8]=[CH:7][C:6]([S:9]([NH2:12])(=[O:11])=[O:10])=[CH:5][CH:4]=1)#N.[C:13](=O)(O)[O-:14].[Na+].C[OH:19]. The catalyst is Cl.O. The product is [NH2:12][S:9]([C:6]1[CH:5]=[CH:4][C:3]([C:1]([O:14][CH3:13])=[O:19])=[N:8][CH:7]=1)(=[O:11])=[O:10]. The yield is 0.760.